The task is: Predict the reactants needed to synthesize the given product.. This data is from Full USPTO retrosynthesis dataset with 1.9M reactions from patents (1976-2016). (1) Given the product [CH3:1][O:2][C:3]1[CH:4]=[C:5]([N:12]2[C:16](=[O:17])[N:15]([CH3:18])[N:14]=[N:13]2)[CH:6]=[C:7]([N+:9]([O-:11])=[O:10])[CH:8]=1, predict the reactants needed to synthesize it. The reactants are: [CH3:1][O:2][C:3]1[CH:4]=[C:5]([N:12]2[C:16](=[O:17])[NH:15][N:14]=[N:13]2)[CH:6]=[C:7]([N+:9]([O-:11])=[O:10])[CH:8]=1.[CH3:18]N(C=O)C.C([O-])([O-])=O.[K+].[K+].IC. (2) Given the product [NH2:27][C:17]1[CH:18]=[CH:19][C:20]([C:22]2[S:23][CH:24]=[CH:25][CH:26]=2)=[CH:21][C:16]=1[NH:15][C:13](=[O:14])[C:10]1[CH:11]=[CH:12][C:7]([CH:4]2[O:3][P:2]([CH3:1])(=[O:35])[CH2:6][CH2:5]2)=[CH:8][CH:9]=1, predict the reactants needed to synthesize it. The reactants are: [CH3:1][P:2]1(=[O:35])[CH2:6][CH2:5][CH:4]([C:7]2[CH:12]=[CH:11][C:10]([C:13]([NH:15][C:16]3[CH:21]=[C:20]([C:22]4[S:23][CH:24]=[CH:25][CH:26]=4)[CH:19]=[CH:18][C:17]=3[NH:27]C(=O)OC(C)(C)C)=[O:14])=[CH:9][CH:8]=2)[O:3]1.C(O)(C(F)(F)F)=O.C([O-])(O)=O.[Na+].